Task: Predict the reactants needed to synthesize the given product.. Dataset: Full USPTO retrosynthesis dataset with 1.9M reactions from patents (1976-2016) (1) Given the product [CH2:5]([O:12][C:13](=[O:24])[NH:14][C:15]1[CH:20]=[CH:19][C:18]([CH2:21][Br:2])=[CH:17][C:16]=1[F:23])[C:6]1[CH:11]=[CH:10][CH:9]=[CH:8][CH:7]=1, predict the reactants needed to synthesize it. The reactants are: P(Br)(Br)[Br:2].[CH2:5]([O:12][C:13](=[O:24])[NH:14][C:15]1[CH:20]=[CH:19][C:18]([CH2:21]O)=[CH:17][C:16]=1[F:23])[C:6]1[CH:11]=[CH:10][CH:9]=[CH:8][CH:7]=1. (2) Given the product [C:1]([O:5][C:6](=[O:35])[NH:7][CH2:8][CH2:9][CH2:10][N:11]([CH:12]([C:16]1[N:17]([CH2:27][C:28]2[CH:33]=[CH:32][CH:31]=[C:30]([F:34])[CH:29]=2)[C:18](=[O:26])[C:19]2[C:24]([CH3:25])=[N:23][O:22][C:20]=2[N:21]=1)[CH:13]([CH3:14])[CH3:15])[C:42](=[O:43])[C:39]1[CH:40]=[CH:41][C:36]([CH3:45])=[CH:37][CH:38]=1)([CH3:3])([CH3:4])[CH3:2], predict the reactants needed to synthesize it. The reactants are: [C:1]([O:5][C:6](=[O:35])[NH:7][CH2:8][CH2:9][CH2:10][NH:11][CH:12]([C:16]1[N:17]([CH2:27][C:28]2[CH:33]=[CH:32][CH:31]=[C:30]([F:34])[CH:29]=2)[C:18](=[O:26])[C:19]2[C:24]([CH3:25])=[N:23][O:22][C:20]=2[N:21]=1)[CH:13]([CH3:15])[CH3:14])([CH3:4])([CH3:3])[CH3:2].[C:36]1([CH3:45])[CH:41]=[CH:40][C:39]([C:42](Cl)=[O:43])=[CH:38][CH:37]=1.C(N(C(C)C)CC)(C)C. (3) Given the product [CH3:4][C:2]([O:5][C:6]([NH:8][CH2:9][CH2:10][S:11][C:12]1[CH:13]=[CH:14][C:15]([C:16]([OH:18])=[O:17])=[CH:20][CH:21]=1)=[O:7])([CH3:1])[CH3:3], predict the reactants needed to synthesize it. The reactants are: [CH3:1][C:2]([O:5][C:6]([NH:8][CH2:9][CH2:10][S:11][C:12]1[CH:21]=[CH:20][C:15]([C:16]([O:18]C)=[O:17])=[CH:14][CH:13]=1)=[O:7])([CH3:4])[CH3:3].ClCCl.[OH-].[Na+]. (4) Given the product [F:1][C:2]1[CH:7]=[CH:6][C:5]([F:8])=[CH:4][C:3]=1[C:19]1[CH:24]=[C:23]([F:25])[CH:22]=[CH:21][C:20]=1[C:26](=[O:28])[CH3:27], predict the reactants needed to synthesize it. The reactants are: [F:1][C:2]1[CH:7]=[CH:6][C:5]([F:8])=[CH:4][C:3]=1B(O)O.C(=O)([O-])[O-].[K+].[K+].Br[C:19]1[CH:24]=[C:23]([F:25])[CH:22]=[CH:21][C:20]=1[C:26](=[O:28])[CH3:27]. (5) Given the product [F:1][C:2]1[CH:3]=[C:4]([C:26]2[CH:27]=[CH:28][CH:29]=[CH:30][CH:31]=2)[CH:5]=[CH:6][C:7]=1[CH2:8][CH2:9][C:10]([CH3:25])([S:21]([CH3:24])(=[O:23])=[O:22])[C:11]([NH:13][OH:14])=[O:12], predict the reactants needed to synthesize it. The reactants are: [F:1][C:2]1[CH:3]=[C:4]([C:26]2[CH:31]=[CH:30][CH:29]=[CH:28][CH:27]=2)[CH:5]=[CH:6][C:7]=1[CH2:8][CH2:9][C:10]([CH3:25])([S:21]([CH3:24])(=[O:23])=[O:22])[C:11]([NH:13][O:14]C1CCCCO1)=[O:12].Cl. (6) Given the product [O:14]1[CH2:15][CH2:16][CH2:17][CH2:18][CH:13]1[N:9]1[C:10]2[C:6](=[CH:5][C:4]([NH2:1])=[CH:12][CH:11]=2)[CH:7]=[N:8]1, predict the reactants needed to synthesize it. The reactants are: [N+:1]([C:4]1[CH:5]=[C:6]2[C:10](=[CH:11][CH:12]=1)[N:9]([CH:13]1[CH2:18][CH2:17][CH2:16][CH2:15][O:14]1)[N:8]=[CH:7]2)([O-])=O. (7) Given the product [CH2:33]([N:23]1[CH2:24][CH2:25][CH2:26][CH:22]1[C:19]1[CH:20]=[CH:21][C:16]([NH:15][CH:14]=[C:5]2[C:4]3[C:9](=[CH:10][CH:11]=[C:2]([I:1])[CH:3]=3)[C:8](=[O:12])[NH:7][C:6]2=[O:13])=[CH:17][CH:18]=1)[CH3:34], predict the reactants needed to synthesize it. The reactants are: [I:1][C:2]1[CH:3]=[C:4]2[C:9](=[CH:10][CH:11]=1)[C:8](=[O:12])[NH:7][C:6](=[O:13])[C:5]2=[CH:14][NH:15][C:16]1[CH:21]=[CH:20][C:19]([CH:22]2[CH2:26][CH2:25][CH2:24][NH:23]2)=[CH:18][CH:17]=1.C([O-])([O-])=O.[K+].[K+].[CH2:33](I)[CH3:34].